Dataset: Catalyst prediction with 721,799 reactions and 888 catalyst types from USPTO. Task: Predict which catalyst facilitates the given reaction. (1) Reactant: [F:1][C:2]1[C:12]2[C:11](=[O:13])[CH2:10][CH2:9][CH2:8][CH2:7][C:6]=2[CH:5]=[C:4]([N:14]2[CH2:18][C@H:17]([CH2:19][NH:20][C:21](=[O:23])[CH3:22])[O:16][C:15]2=[O:24])[CH:3]=1.[Li+].C[Si]([N-][Si](C)(C)C)(C)C.[O:35]1[C:39]([C:40](Cl)=[O:41])=[CH:38][CH:37]=[N:36]1. Product: [F:1][C:2]1[C:12]2[C:11](=[O:13])[CH:10]([C:40]([C:39]3[O:35][N:36]=[CH:37][CH:38]=3)=[O:41])[CH2:9][CH2:8][CH2:7][C:6]=2[CH:5]=[C:4]([N:14]2[CH2:18][C@H:17]([CH2:19][NH:20][C:21](=[O:23])[CH3:22])[O:16][C:15]2=[O:24])[CH:3]=1. The catalyst class is: 1. (2) Reactant: [CH2:1](N(CC)CC)C.Cl[O:9][N:10]=[CH:11][C:12]1[CH:17]=[CH:16][C:15]([C:18]#[N:19])=[CH:14][C:13]=1[F:20].[CH3:21][O:22][C:23](=[CH2:27])[C:24]([O-:26])=[O:25].O. Product: [CH3:1][O:25][C:24]([C:23]1([O:22][CH3:21])[O:9][N:10]=[C:11]([C:12]2[CH:17]=[CH:16][C:15]([C:18]#[N:19])=[CH:14][C:13]=2[F:20])[CH2:27]1)=[O:26]. The catalyst class is: 4. (3) Reactant: [I:1][C:2]([I:34])=[CH:3][C@@H:4]1[O:8][C:7]([CH3:10])([CH3:9])[O:6][C@@H:5]1[CH:11]([OH:33])[CH2:12][O:13][C:14]([C:27]1[CH:32]=[CH:31][CH:30]=[CH:29][CH:28]=1)([C:21]1[CH:26]=[CH:25][CH:24]=[CH:23][CH:22]=1)[C:15]1[CH:20]=[CH:19][CH:18]=[CH:17][CH:16]=1.[Cr](O[Cr]([O-])(=O)=O)([O-])(=O)=O.[NH+]1C=CC=CC=1.[NH+]1C=CC=CC=1. Product: [I:34][C:2]([I:1])=[CH:3][C@@H:4]1[O:8][C:7]([CH3:10])([CH3:9])[O:6][C@@H:5]1[C:11](=[O:33])[CH2:12][O:13][C:14]([C:27]1[CH:32]=[CH:31][CH:30]=[CH:29][CH:28]=1)([C:15]1[CH:20]=[CH:19][CH:18]=[CH:17][CH:16]=1)[C:21]1[CH:26]=[CH:25][CH:24]=[CH:23][CH:22]=1. The catalyst class is: 4. (4) Reactant: [NH2:1][C:2]1[C:7]([N+:8]([O-:10])=[O:9])=[CH:6][CH:5]=[C:4](Cl)[N:3]=1.O1CCOCC1.[NH:18]1[CH2:22][CH2:21][CH:20]([OH:23])[CH2:19]1. Product: [NH2:1][C:2]1[N:3]=[C:4]([N:18]2[CH2:22][CH2:21][CH:20]([OH:23])[CH2:19]2)[CH:5]=[CH:6][C:7]=1[N+:8]([O-:10])=[O:9]. The catalyst class is: 6. (5) Reactant: [OH:1][CH2:2][C:3]#[C:4][C:5]1[CH:6]=[C:7]([S:11]([NH2:14])(=[O:13])=[O:12])[CH:8]=[CH:9][CH:10]=1. Product: [OH:1][CH2:2][CH2:3][CH2:4][C:5]1[CH:6]=[C:7]([S:11]([NH2:14])(=[O:12])=[O:13])[CH:8]=[CH:9][CH:10]=1. The catalyst class is: 63. (6) Reactant: [CH2:1]([O:8][C:9]1([C:12]2[CH:17]=[CH:16][C:15]([C:18]#[C:19]C3C=CC(C(OCC)=O)=CC=3)=[CH:14][C:13]=2[CH3:31])[CH2:11][CH2:10]1)[C:2]1C=CC=CC=1.[CH3:32][Si:33](C#C)([CH3:35])[CH3:34].[CH2:38](N(CC)CC)C. Product: [CH:1]([O:8][C:9]1([C:12]2[CH:17]=[CH:16][C:15]([C:18]#[C:19][Si:33]([CH3:35])([CH3:34])[CH3:32])=[CH:14][C:13]=2[CH3:31])[CH2:10][CH2:11]1)([CH3:2])[CH3:38]. The catalyst class is: 724. (7) Reactant: [N+:1]([C:4]1[CH:5]=[C:6]([CH:10]=[CH:11][C:12]=1[N+:13]([O-:15])=[O:14])[C:7]([OH:9])=[O:8])([O-:3])=[O:2].[CH3:16]O.OS(O)(=O)=O. Product: [N+:1]([C:4]1[CH:5]=[C:6]([CH:10]=[CH:11][C:12]=1[N+:13]([O-:15])=[O:14])[C:7]([O:9][CH3:16])=[O:8])([O-:3])=[O:2]. The catalyst class is: 6.